Dataset: NCI-60 drug combinations with 297,098 pairs across 59 cell lines. Task: Regression. Given two drug SMILES strings and cell line genomic features, predict the synergy score measuring deviation from expected non-interaction effect. (1) Drug 1: C1CC(=O)NC(=O)C1N2CC3=C(C2=O)C=CC=C3N. Drug 2: CCCCC(=O)OCC(=O)C1(CC(C2=C(C1)C(=C3C(=C2O)C(=O)C4=C(C3=O)C=CC=C4OC)O)OC5CC(C(C(O5)C)O)NC(=O)C(F)(F)F)O. Cell line: UO-31. Synergy scores: CSS=-3.08, Synergy_ZIP=-3.12, Synergy_Bliss=-8.46, Synergy_Loewe=-15.3, Synergy_HSA=-8.73. (2) Drug 1: CS(=O)(=O)C1=CC(=C(C=C1)C(=O)NC2=CC(=C(C=C2)Cl)C3=CC=CC=N3)Cl. Drug 2: CC1=C2C(C(=O)C3(C(CC4C(C3C(C(C2(C)C)(CC1OC(=O)C(C(C5=CC=CC=C5)NC(=O)OC(C)(C)C)O)O)OC(=O)C6=CC=CC=C6)(CO4)OC(=O)C)O)C)O. Cell line: HL-60(TB). Synergy scores: CSS=49.1, Synergy_ZIP=19.2, Synergy_Bliss=16.8, Synergy_Loewe=-11.5, Synergy_HSA=13.5. (3) Drug 1: CN(CCCl)CCCl.Cl. Drug 2: CC1C(C(CC(O1)OC2CC(CC3=C2C(=C4C(=C3O)C(=O)C5=C(C4=O)C(=CC=C5)OC)O)(C(=O)CO)O)N)O.Cl. Cell line: MDA-MB-435. Synergy scores: CSS=53.3, Synergy_ZIP=-7.45, Synergy_Bliss=-5.24, Synergy_Loewe=-1.85, Synergy_HSA=-1.11. (4) Drug 1: CN1C(=O)N2C=NC(=C2N=N1)C(=O)N. Drug 2: C(CCl)NC(=O)N(CCCl)N=O. Cell line: MDA-MB-231. Synergy scores: CSS=16.2, Synergy_ZIP=-6.68, Synergy_Bliss=-3.35, Synergy_Loewe=-0.963, Synergy_HSA=-0.672.